Dataset: Full USPTO retrosynthesis dataset with 1.9M reactions from patents (1976-2016). Task: Predict the reactants needed to synthesize the given product. (1) Given the product [Cl:68][C:65]1[CH:66]=[CH:67][C:62]([C:60](=[O:61])[CH2:59][S:13][C@H:10]2[C:11](=[O:12])[N:8]([C:5]3[CH:6]=[CH:7][C:2]([F:1])=[CH:3][CH:4]=3)[C@@H:9]2[C:24]2[CH:38]=[CH:37][C:27]([O:28][CH2:29][C:30]([OH:32])=[O:31])=[CH:26][CH:25]=2)=[CH:63][CH:64]=1, predict the reactants needed to synthesize it. The reactants are: [F:1][C:2]1[CH:7]=[CH:6][C:5]([N:8]2[C:11](=[O:12])[C@H:10]([S:13]SC3C([N+]([O-])=O)=CC=CN=3)[C@H:9]2[C:24]2[CH:38]=[CH:37][C:27]([O:28][CH2:29][C:30]([O:32]C(C)(C)C)=[O:31])=[CH:26][CH:25]=2)=[CH:4][CH:3]=1.C1(P(C2C=CC=CC=2)C2C=CC=CC=2)C=CC=CC=1.Br[CH2:59][C:60]([C:62]1[CH:67]=[CH:66][C:65]([Cl:68])=[CH:64][CH:63]=1)=[O:61].C(N(CC)CC)C. (2) Given the product [Cl:1][C:2]1[C:10]([Cl:11])=[CH:9][CH:8]=[CH:7][C:3]=1[C:4]([NH:25][CH2:24][C:19]1([C:16]2[CH:17]=[N:18][C:13]([CH3:12])=[N:14][CH:15]=2)[CH2:23][CH2:22][O:21][CH2:20]1)=[O:6], predict the reactants needed to synthesize it. The reactants are: [Cl:1][C:2]1[C:10]([Cl:11])=[CH:9][CH:8]=[CH:7][C:3]=1[C:4]([OH:6])=O.[CH3:12][C:13]1[N:18]=[CH:17][C:16]([C:19]2([CH2:24][NH2:25])[CH2:23][CH2:22][O:21][CH2:20]2)=[CH:15][N:14]=1. (3) Given the product [CH3:31][N:30]([CH3:33])[CH2:28][CH2:29][O:11][C:10](=[O:12])[CH2:9][NH:8][C:1]([O:3][C:4]([CH3:6])([CH3:7])[CH3:5])=[O:2], predict the reactants needed to synthesize it. The reactants are: [C:1]([NH:8][CH2:9][C:10]([OH:12])=[O:11])([O:3][C:4]([CH3:7])([CH3:6])[CH3:5])=[O:2].C1CCC(N=C=NC2CCCCC2)CC1.[CH2:28]([N:30]([CH2:33]C)[CH2:31]C)[CH3:29].CN(C)CCO. (4) Given the product [C:11]([NH:14][C:15]1[CH:19]=[CH:18][N:17]([C:5]2[CH:6]=[CH:7][C:2]([Br:1])=[CH:3][CH:4]=2)[C:16]=1[C:20]([O:22][CH2:23][CH3:24])=[O:21])(=[O:13])[CH3:12], predict the reactants needed to synthesize it. The reactants are: [Br:1][C:2]1[CH:7]=[CH:6][C:5](B(O)O)=[CH:4][CH:3]=1.[C:11]([NH:14][C:15]1[CH:19]=[CH:18][NH:17][C:16]=1[C:20]([O:22][CH2:23][CH3:24])=[O:21])(=[O:13])[CH3:12].N1C=CC=CC=1.